Dataset: Kir2.1 potassium channel HTS with 301,493 compounds. Task: Binary Classification. Given a drug SMILES string, predict its activity (active/inactive) in a high-throughput screening assay against a specified biological target. (1) The molecule is O1c2c(C(=O)/C(=C\N(C)C)C1=O)cccc2. The result is 0 (inactive). (2) The drug is S(=O)(=O)(NCc1cc2OCOc2cc1)c1c(cc(cc1C)C)C. The result is 0 (inactive).